The task is: Predict which catalyst facilitates the given reaction.. This data is from Catalyst prediction with 721,799 reactions and 888 catalyst types from USPTO. The catalyst class is: 496. Reactant: [Si:1]([O:8][C@H:9]1[CH2:14][CH2:13][C@@:12]([C@H:16]2[CH2:24][CH2:23][C@@:22]3([CH3:25])[C@@H:18]([CH2:19][CH2:20][C:21]3=[CH2:26])[C@@H:17]2[CH2:27][NH2:28])([CH3:15])[C@@H:11]([CH2:29][O:30][Si:31]([C:34]([CH3:37])([CH3:36])[CH3:35])([CH3:33])[CH3:32])[CH2:10]1)([C:4]([CH3:7])([CH3:6])[CH3:5])([CH3:3])[CH3:2].[Na+].[I-].CCN(C(C)C)C(C)C.[CH3:49][O:50][C:51]1[CH:52]=[C:53]([CH:56]=[C:57]([O:59][CH3:60])[CH:58]=1)[CH2:54]Br. Product: [Si:1]([O:8][C@H:9]1[CH2:14][CH2:13][C@@:12]([C@H:16]2[CH2:24][CH2:23][C@@:22]3([CH3:25])[C@@H:18]([CH2:19][CH2:20][C:21]3=[CH2:26])[C@@H:17]2[CH2:27][NH:28][CH2:54][C:53]2[CH:56]=[C:57]([O:59][CH3:60])[CH:58]=[C:51]([O:50][CH3:49])[CH:52]=2)([CH3:15])[C@@H:11]([CH2:29][O:30][Si:31]([C:34]([CH3:37])([CH3:36])[CH3:35])([CH3:32])[CH3:33])[CH2:10]1)([C:4]([CH3:7])([CH3:6])[CH3:5])([CH3:3])[CH3:2].